From a dataset of Full USPTO retrosynthesis dataset with 1.9M reactions from patents (1976-2016). Predict the reactants needed to synthesize the given product. (1) Given the product [F:1][C:2]1[CH:11]=[CH:10][C:9]([CH2:12][C:13]2[C:14]3[NH:23][CH2:22][CH2:21][CH2:20][C:15]=3[C:16](=[O:19])[NH:17][N:18]=2)=[CH:8][C:3]=1[C:4]([OH:6])=[O:5], predict the reactants needed to synthesize it. The reactants are: [F:1][C:2]1[CH:11]=[CH:10][C:9]([CH2:12][C:13]2[C:14]3[NH:23][CH2:22][CH2:21][CH2:20][C:15]=3[C:16](=[O:19])[NH:17][N:18]=2)=[CH:8][C:3]=1[C:4]([O:6]C)=[O:5].[Li+].[OH-].Cl. (2) Given the product [CH3:1][N:2]1[C:6]([C:7]2[CH:8]=[N:9][CH:10]=[CH:11][CH:12]=2)=[N:5][N:4]=[C:3]1[S:13][CH2:15][CH2:16][CH2:17][N:18]1[CH2:26][C:25]2[C:20](=[CH:21][CH:22]=[C:23]([C:27](=[O:30])[CH2:28][CH3:29])[CH:24]=2)[CH2:19]1, predict the reactants needed to synthesize it. The reactants are: [CH3:1][N:2]1[C:6]([C:7]2[CH:8]=[N:9][CH:10]=[CH:11][CH:12]=2)=[N:5][N:4]=[C:3]1[SH:13].Cl[CH2:15][CH2:16][CH2:17][N:18]1[CH2:26][C:25]2[C:20](=[CH:21][CH:22]=[C:23]([C:27](=[O:30])[CH2:28][CH3:29])[CH:24]=2)[CH2:19]1. (3) Given the product [C:24]([O:23][C:22](=[O:28])[N:21]([C:29]([CH3:48])([CH3:47])[CH2:30][O:31][C:32]1[CH:37]=[CH:36][C:35]([C:2]2[C:3]([Cl:19])=[CH:4][C:5]([NH:12][C:13]3[N:17]=[C:16]([NH2:18])[NH:15][N:14]=3)=[CH:6][C:7]=2[C:8]([F:11])([F:10])[F:9])=[CH:34][CH:33]=1)[CH3:20])([CH3:27])([CH3:25])[CH3:26], predict the reactants needed to synthesize it. The reactants are: Br[C:2]1[C:7]([C:8]([F:11])([F:10])[F:9])=[CH:6][C:5]([NH:12][C:13]2[N:17]=[C:16]([NH2:18])[NH:15][N:14]=2)=[CH:4][C:3]=1[Cl:19].[CH3:20][N:21]([C:29]([CH3:48])([CH3:47])[CH2:30][O:31][C:32]1[CH:37]=[CH:36][C:35](B2OC(C)(C)C(C)(C)O2)=[CH:34][CH:33]=1)[C:22](=[O:28])[O:23][C:24]([CH3:27])([CH3:26])[CH3:25].C([O-])([O-])=O.[K+].[K+].O1CCOCC1. (4) Given the product [Br:1][C:2]1[CH:10]=[CH:9][C:8]([S:11]([CH2:14][CH3:15])(=[O:13])=[O:12])=[CH:7][C:3]=1[C:4]([NH2:18])=[O:5], predict the reactants needed to synthesize it. The reactants are: [Br:1][C:2]1[CH:10]=[CH:9][C:8]([S:11]([CH2:14][CH3:15])(=[O:13])=[O:12])=[CH:7][C:3]=1[C:4](O)=[O:5].C(N1C=CN=C1)([N:18]1C=CN=C1)=O.N.C(Cl)Cl. (5) Given the product [CH3:37][C@@:19]12[C@H:18]3[CH2:17][CH2:16][C@@:15]4([CH3:38])[C@H:14]([C@@H:27]3[CH2:26][CH:25]=[C:24]1[N:23]([CH2:28][CH2:29][N:30]1[CH2:35][CH2:34][O:33][CH2:32][CH2:31]1)[C:22](=[O:36])[CH2:21][CH2:20]2)[CH2:13][CH:12]=[C:11]4[C:5]1[CH:6]=[N:1][CH:2]=[N:3][CH:4]=1, predict the reactants needed to synthesize it. The reactants are: [N:1]1[CH:6]=[C:5](B(O)O)[CH:4]=[N:3][CH:2]=1.I[C:11]1[C@@:15]2([CH3:38])[CH2:16][CH2:17][C@H:18]3[C@H:27]([C@@H:14]2[CH2:13][CH:12]=1)[CH2:26][CH:25]=[C:24]1[C@:19]3([CH3:37])[CH2:20][CH2:21][C:22](=[O:36])[N:23]1[CH2:28][CH2:29][N:30]1[CH2:35][CH2:34][O:33][CH2:32][CH2:31]1. (6) Given the product [F:1][C:2]([F:15])([F:14])[S:3]([O:6][C:29]1[CH:28]=[C:27]([NH:32][C:33]2[CH:37]=[CH:36][N:35]([CH2:38][O:39][CH2:40][CH2:41][Si:42]([CH3:45])([CH3:44])[CH3:43])[N:34]=2)[N:26]=[C:25]([CH2:24][O:23][Si:16]([C:19]([CH3:22])([CH3:21])[CH3:20])([CH3:18])[CH3:17])[CH:30]=1)(=[O:5])=[O:4], predict the reactants needed to synthesize it. The reactants are: [F:1][C:2]([F:15])([F:14])[S:3]([O:6]S(C(F)(F)F)(=O)=O)(=[O:5])=[O:4].[Si:16]([O:23][CH2:24][C:25]1[CH:30]=[C:29](O)[CH:28]=[C:27]([NH:32][C:33]2[CH:37]=[CH:36][N:35]([CH2:38][O:39][CH2:40][CH2:41][Si:42]([CH3:45])([CH3:44])[CH3:43])[N:34]=2)[N:26]=1)([C:19]([CH3:22])([CH3:21])[CH3:20])([CH3:18])[CH3:17].C(Cl)(Cl)Cl.Cl. (7) Given the product [N:25]1[CH:26]=[CH:27][CH:28]=[CH:29][C:24]=1[CH2:23][O:22][C:14]1[CH:13]=[C:12]([C:8]2[CH:7]=[C:6]([O:5][CH:3]3[CH2:4][N:1]([C:32](=[O:33])[CH3:31])[CH2:2]3)[CH:11]=[N:10][CH:9]=2)[C:21]2[CH2:20][CH2:19][CH2:18][CH2:17][C:16]=2[N:15]=1, predict the reactants needed to synthesize it. The reactants are: [NH:1]1[CH2:4][CH:3]([O:5][C:6]2[CH:7]=[C:8]([C:12]3[C:21]4[CH2:20][CH2:19][CH2:18][CH2:17][C:16]=4[N:15]=[C:14]([O:22][CH2:23][C:24]4[CH:29]=[CH:28][CH:27]=[CH:26][N:25]=4)[CH:13]=3)[CH:9]=[N:10][CH:11]=2)[CH2:2]1.C1C[O:33][CH2:32][CH2:31]1.CCN(CC)CC.C(Cl)(=O)C.